This data is from Full USPTO retrosynthesis dataset with 1.9M reactions from patents (1976-2016). The task is: Predict the reactants needed to synthesize the given product. Given the product [Cl:22][C:23]1[C:31]([Cl:32])=[CH:30][CH:29]=[CH:28][C:24]=1[C:25]([N:11]1[CH2:12][CH2:13][N:8]([C:3]2[CH:4]=[CH:5][CH:6]=[CH:7][C:2]=2[CH3:1])[C:9](=[O:14])[CH2:10]1)=[O:26], predict the reactants needed to synthesize it. The reactants are: [CH3:1][C:2]1[CH:7]=[CH:6][CH:5]=[CH:4][C:3]=1[N:8]1[CH2:13][CH2:12][NH:11][CH2:10][C:9]1=[O:14].C(N(CC)CC)C.[Cl:22][C:23]1[C:31]([Cl:32])=[CH:30][CH:29]=[CH:28][C:24]=1[C:25](Cl)=[O:26].